Dataset: Forward reaction prediction with 1.9M reactions from USPTO patents (1976-2016). Task: Predict the product of the given reaction. (1) Given the reactants C([N:3]1[CH2:8][CH2:7][N:6]([C:9]2[C:18]3[C:13](=[CH:14][CH:15]=[CH:16][CH:17]=3)[CH:12]=[C:11]([C:19]3[CH:24]=[CH:23][C:22]([O:25][CH3:26])=[CH:21][CH:20]=3)[N:10]=2)[CH2:5][CH2:4]1)=O.[OH-].[Na+], predict the reaction product. The product is: [N:6]1([C:9]2[C:18]3[C:13](=[CH:14][CH:15]=[CH:16][CH:17]=3)[CH:12]=[C:11]([C:19]3[CH:24]=[CH:23][C:22]([O:25][CH3:26])=[CH:21][CH:20]=3)[N:10]=2)[CH2:7][CH2:8][NH:3][CH2:4][CH2:5]1. (2) Given the reactants [N:1]1([C:5]([C:7]2[C:8]3[CH2:9][CH2:10][C:11]([O:28]C)([C:22]4[CH:27]=[CH:26][CH:25]=[CH:24][CH:23]=4)[O:12][C:13]=3[C:14]3[N:18]=[C:17]([CH3:19])[N:16]([CH3:20])[C:15]=3[CH:21]=2)=[O:6])[CH2:4][CH2:3][CH2:2]1.Cl.O.[OH-].[Na+], predict the reaction product. The product is: [N:1]1([C:5]([C:7]2[C:8]([CH2:9][CH2:10][C:11]([C:22]3[CH:23]=[CH:24][CH:25]=[CH:26][CH:27]=3)=[O:28])=[C:13]([OH:12])[C:14]3[N:18]=[C:17]([CH3:19])[N:16]([CH3:20])[C:15]=3[CH:21]=2)=[O:6])[CH2:2][CH2:3][CH2:4]1. (3) Given the reactants [O:1]=[S:2]1(=[O:20])[CH2:6][CH2:5][CH:4]([N:7]2[CH2:12][CH2:11][N:10](C(OC(C)(C)C)=O)[CH2:9][CH2:8]2)[CH2:3]1.[ClH:21], predict the reaction product. The product is: [ClH:21].[O:20]=[S:2]1(=[O:1])[CH2:6][CH2:5][CH:4]([N:7]2[CH2:12][CH2:11][NH:10][CH2:9][CH2:8]2)[CH2:3]1. (4) Given the reactants Cl.Cl.Cl.[O:4]1[C:12]2[CH:11]=[CH:10][N:9]=[C:8]([N:13]3[CH2:18][CH2:17][N:16]([CH2:19][CH2:20][C@H:21]4[CH2:26][CH2:25][C@H:24]([NH2:27])[CH2:23][CH2:22]4)[CH2:15][CH2:14]3)[C:7]=2[CH2:6][CH2:5]1.[O:28]1[CH2:32][CH2:31][CH:30]([C:33](O)=[O:34])[CH2:29]1, predict the reaction product. The product is: [O:4]1[C:12]2[CH:11]=[CH:10][N:9]=[C:8]([N:13]3[CH2:18][CH2:17][N:16]([CH2:19][CH2:20][C@H:21]4[CH2:26][CH2:25][C@H:24]([NH:27][C:33]([CH:30]5[CH2:31][CH2:32][O:28][CH2:29]5)=[O:34])[CH2:23][CH2:22]4)[CH2:15][CH2:14]3)[C:7]=2[CH2:6][CH2:5]1. (5) Given the reactants [S:1]1[C:5]2[CH:6]=[CH:7][CH:8]=[CH:9][C:4]=2[N:3]=[C:2]1[NH:10][C:11]([C:13]1[CH:14]=[CH:15][CH:16]=[C:17]2[C:22]=1[CH2:21][N:20]([C:23]1[S:24][C:25]([CH2:32][CH2:33][CH2:34][O:35]S(C3C=CC(C)=CC=3)(=O)=O)=[C:26](C(OC)=O)[N:27]=1)[CH2:19][CH2:18]2)=[O:12].O[C:47]1[CH:56]=[CH:55][CH:54]=[C:53]2[C:48]=1[CH:49]=[CH:50][N:51]=[CH:52]2.[C:57]([O-:60])([O-])=[O:58].[Cs+].[Cs+].Cl, predict the reaction product. The product is: [S:1]1[C:5]2[CH:6]=[CH:7][CH:8]=[CH:9][C:4]=2[N:3]=[C:2]1[NH:10][C:11]([C:13]1[CH:14]=[CH:15][CH:16]=[C:17]2[C:22]=1[CH2:21][N:20]([C:23]1[S:24][C:25]([CH2:32][CH2:33][CH2:34][O:35][C:56]3[CH:47]=[C:48]4[C:53](=[CH:54][CH:55]=3)[CH:52]=[N:51][CH:50]=[CH:49]4)=[C:26]([C:57]([OH:60])=[O:58])[N:27]=1)[CH2:19][CH2:18]2)=[O:12].